From a dataset of Peptide-MHC class II binding affinity with 134,281 pairs from IEDB. Regression. Given a peptide amino acid sequence and an MHC pseudo amino acid sequence, predict their binding affinity value. This is MHC class II binding data. (1) The peptide sequence is KPAAAATATATSAVG. The MHC is DRB1_1101 with pseudo-sequence DRB1_1101. The binding affinity (normalized) is 0. (2) The peptide sequence is VAMTKGEGGVW. The MHC is DRB1_1101 with pseudo-sequence DRB1_1101. The binding affinity (normalized) is 0.255. (3) The peptide sequence is PKKYFAATQFEPLAA. The MHC is HLA-DPA10103-DPB10601 with pseudo-sequence HLA-DPA10103-DPB10601. The binding affinity (normalized) is 1.00. (4) The peptide sequence is FIFFFLFNI. The MHC is HLA-DQA10201-DQB10301 with pseudo-sequence HLA-DQA10201-DQB10301. The binding affinity (normalized) is 0. (5) The binding affinity (normalized) is 0.116. The peptide sequence is IAGYKTFDGRGAQVY. The MHC is HLA-DPA10201-DPB10501 with pseudo-sequence HLA-DPA10201-DPB10501.